From a dataset of Full USPTO retrosynthesis dataset with 1.9M reactions from patents (1976-2016). Predict the reactants needed to synthesize the given product. (1) Given the product [CH2:32]([N:53]1[CH:7]=[C:6]([C:8]2[CH:20]=[C:19]([C:21]([NH2:43])=[O:41])[C:18]3[C:17]4[C:12](=[CH:13][CH:14]=[CH:15][CH:16]=4)[C:11]([OH:28])([C:24]([F:25])([F:27])[F:26])[C:10]=3[CH:9]=2)[CH:5]=[N:4]1)[CH3:33], predict the reactants needed to synthesize it. The reactants are: C(N1[CH:7]=[C:6]([C:8]2[CH:20]=[C:19]([C:21](O)=O)[C:18]3[C:17]4[C:12](=[CH:13][CH:14]=[CH:15][CH:16]=4)[C:11]([OH:28])([C:24]([F:27])([F:26])[F:25])[C:10]=3[CH:9]=2)[CH:5]=[N:4]1)C.Cl.CN(C)[CH2:32][CH2:33]CN=C=NCC.[OH2:41].O[N:43]1C2C=CC=CC=2N=N1.[Cl-].[NH4+:53]. (2) Given the product [NH2:1][C:2]1[N:3]=[CH:4][C:5]([C:6]([O:8][CH3:15])=[O:7])=[CH:9][CH:10]=1, predict the reactants needed to synthesize it. The reactants are: [NH2:1][C:2]1[CH:10]=[CH:9][C:5]([C:6]([OH:8])=[O:7])=[CH:4][N:3]=1.S(Cl)(Cl)=O.[CH3:15]O. (3) Given the product [F:1][C:2]1[CH:9]=[C:8]([N:10]2[CH2:16][CH2:15][CH2:14][C:13]3[O:17][C:18]([C:20]4[CH:25]=[CH:24][CH:23]=[CH:22][N:21]=4)=[N:19][C:12]=3[CH2:11]2)[CH:7]=[C:4]([F:33])[CH:3]=1, predict the reactants needed to synthesize it. The reactants are: [F:1][C:2]1[CH:3]=[C:4]([CH:7]=[C:8]([N:10]2[CH2:16][CH2:15][CH2:14][C:13]3[O:17][C:18]([C:20]4[CH:25]=[CH:24][CH:23]=[CH:22][N:21]=4)=[N:19][C:12]=3[CH2:11]2)[CH:9]=1)C#N.BrC1C=C([F:33])C=C(F)C=1. (4) Given the product [Cl:20][C:19]1[C:14]([O:13][CH2:12][CH2:11][N:9]2[CH:8]=[C:7]3[C:2]([C:25]([O:27][C:28]4[CH:33]=[CH:32][CH:31]=[CH:30][CH:29]=4)=[O:26])=[N:3][CH:4]=[CH:5][C:6]3=[N:10]2)=[N:15][CH:16]=[C:17]([C:21]([F:24])([F:23])[F:22])[CH:18]=1, predict the reactants needed to synthesize it. The reactants are: Cl[C:2]1[C:7]2=[CH:8][N:9]([CH2:11][CH2:12][O:13][C:14]3[C:19]([Cl:20])=[CH:18][C:17]([C:21]([F:24])([F:23])[F:22])=[CH:16][N:15]=3)[N:10]=[C:6]2[CH:5]=[CH:4][N:3]=1.[CH:25]([O:27][C:28]1[CH:33]=[CH:32][CH:31]=[CH:30][CH:29]=1)=[O:26].CC1(C)C2C(=C(P(C3C=CC=CC=3)C3C=CC=CC=3)C=CC=2)OC2C(P(C3C=CC=CC=3)C3C=CC=CC=3)=CC=CC1=2.C(N(CC)CC)C. (5) Given the product [CH2:1]([O:3][C:4]([C:6]1[NH:10][C:9]2[S:11][C:12]([Cl:14])=[CH:13][C:8]=2[CH:7]=1)=[O:5])[CH3:2], predict the reactants needed to synthesize it. The reactants are: [CH2:1]([O:3][C:4]([C:6]1[NH:10][C:9]2[S:11][CH:12]=[CH:13][C:8]=2[CH:7]=1)=[O:5])[CH3:2].[Cl:14]N1C(=O)CCC1=O. (6) Given the product [N+:23]([C:20]1[CH:19]=[CH:18][C:17]([C:15]([C:12]2[CH:11]=[CH:10][C:9]([N:1]3[CH:5]=[N:4][CH:3]=[N:2]3)=[CH:14][CH:13]=2)=[O:16])=[CH:22][CH:21]=1)([O-:25])=[O:24], predict the reactants needed to synthesize it. The reactants are: [NH:1]1[CH:5]=[N:4][CH:3]=[N:2]1.[H-].[Na+].F[C:9]1[CH:14]=[CH:13][C:12]([C:15]([C:17]2[CH:22]=[CH:21][C:20]([N+:23]([O-:25])=[O:24])=[CH:19][CH:18]=2)=[O:16])=[CH:11][CH:10]=1.O.